Dataset: CYP2C9 substrate classification data from Carbon-Mangels et al.. Task: Regression/Classification. Given a drug SMILES string, predict its absorption, distribution, metabolism, or excretion properties. Task type varies by dataset: regression for continuous measurements (e.g., permeability, clearance, half-life) or binary classification for categorical outcomes (e.g., BBB penetration, CYP inhibition). Dataset: cyp2c9_substrate_carbonmangels. (1) The drug is CC[C@H]1OC(=O)[C@H](C)[C@@H](O[C@H]2C[C@@](C)(OC)[C@@H](O)[C@H](C)O2)[C@H](C)[C@@H](O[C@@H]2O[C@H](C)C[C@H](N(C)C)[C@H]2O)[C@](C)(O)C[C@@H](C)[C@@H]2N[C@@H](COCCOC)O[C@H]([C@H]2C)[C@]1(C)O. The result is 0 (non-substrate). (2) The drug is N[C@@H]1C[C@H]1c1ccccc1. The result is 0 (non-substrate). (3) The compound is CN1[C@H]2CC[C@@H]1CC(NC(=O)c1cc(Cl)cc3c1OC(C)(C)C3)C2. The result is 0 (non-substrate). (4) The molecule is CCOC(=O)n1ccn(C)c1=S. The result is 0 (non-substrate). (5) The compound is CCN[C@H]1C[C@H](C)S(=O)(=O)c2sc(S(N)(=O)=O)cc21. The result is 1 (substrate). (6) The compound is c1ccc(C2(N3CCCCC3)CCCCC2)cc1. The result is 0 (non-substrate). (7) The molecule is FC(F)OC(F)(F)[C@@H](F)Cl. The result is 0 (non-substrate). (8) The molecule is CN1CCN(CCCCN2C(=O)CN(/N=C\c3ccc(-c4ccc(Cl)cc4)o3)C2=O)CC1. The result is 0 (non-substrate). (9) The molecule is C[C@@H](CCc1ccccc1)NC[C@H](O)c1ccc(O)c(C(N)=O)c1. The result is 0 (non-substrate).